This data is from Full USPTO retrosynthesis dataset with 1.9M reactions from patents (1976-2016). The task is: Predict the reactants needed to synthesize the given product. (1) Given the product [CH:1]1[C:10]2[N:9]3[CH:11]=[CH:12][CH:13]=[C:8]3[C:7]3([CH2:18][CH2:17][NH:16][CH2:15][CH2:14]3)[O:6][C:5]=2[N:4]=[CH:3][CH:2]=1, predict the reactants needed to synthesize it. The reactants are: [CH:1]1[C:10]2[N:9]3[CH:11]=[CH:12][CH:13]=[C:8]3[C:7]3([CH2:18][CH2:17][N:16](C(OCC4C=CC=CC=4)=O)[CH2:15][CH2:14]3)[O:6][C:5]=2[N:4]=[CH:3][CH:2]=1.CC(O)=O. (2) Given the product [CH3:16][C:2]1([CH3:1])[O:3][C:4](=[O:15])[C@@H:5]([C@@H:7]([C:8]([N:77]2[CH2:82][CH2:81][N:80]([C:46]3[N:47]=[C:48]([C:49]4[CH:50]=[CH:45][CH:30]=[CH:29][CH:31]=4)[O:41][N:42]=3)[CH2:79][CH2:78]2)=[O:10])[CH2:11][CH:12]([CH3:14])[CH3:13])[O:6]1, predict the reactants needed to synthesize it. The reactants are: [CH3:1][C:2]1([CH3:16])[O:6][C@H:5]([C@H:7]([CH2:11][CH:12]([CH3:14])[CH3:13])[C:8]([OH:10])=O)[C:4](=[O:15])[O:3]1.C(O[CH:29]([CH3:31])[CH3:30])(=O)[C@@H](CC(OC(C)C)=O)O.CCN(C(C)C)C(C)C.[OH:41][N:42]1[C:46]2[N:47]=[CH:48][CH:49]=[CH:50][C:45]=2N=N1.F[P-](F)(F)(F)(F)F.FC(N(C)C)=[N+](C)C.ONC(=O)[C@@H](O)[C@@H](C([N:77]1[CH2:82][CH2:81][N:80](C2C=C(C)C=CN=2)[CH2:79][C@@H:78]1C)=O)CC(C)C. (3) Given the product [Br:1][C:2]1[C:3]([OH:9])=[N:4][C:5]([NH:10][C:11]2[CH:12]=[CH:13][C:14]([S:17]([NH2:20])(=[O:19])=[O:18])=[N:15][CH:16]=2)=[N:6][CH:7]=1, predict the reactants needed to synthesize it. The reactants are: [Br:1][C:2]1[C:3]([OH:9])=[N:4][C:5](Cl)=[N:6][CH:7]=1.[NH2:10][C:11]1[CH:12]=[CH:13][C:14]([S:17]([NH2:20])(=[O:19])=[O:18])=[N:15][CH:16]=1.Cl.